This data is from Full USPTO retrosynthesis dataset with 1.9M reactions from patents (1976-2016). The task is: Predict the reactants needed to synthesize the given product. (1) Given the product [Cl:15][C:10]1[CH:9]=[C:8]([C:6]2([C:16]#[N:17])[CH2:7][CH:5]2[CH2:3][OH:2])[CH:13]=[CH:12][C:11]=1[Cl:14], predict the reactants needed to synthesize it. The reactants are: C[O:2][C:3]([CH:5]1[CH2:7][C:6]1([C:16]#[N:17])[C:8]1[CH:13]=[CH:12][C:11]([Cl:14])=[C:10]([Cl:15])[CH:9]=1)=O.CSC.B. (2) Given the product [F:8][C:5]1[N:6]=[CH:7][C:2]([NH:1][C:34]([C@@H:30]2[CH2:31][CH2:32][CH2:33][N:29]2[C:27]2[N:28]=[C:23]([NH:22][C:20]3[NH:19][N:18]=[C:17]([CH:14]([CH3:16])[CH3:15])[CH:21]=3)[C:24]3[CH2:40][C:39]([CH3:42])([CH3:41])[CH2:38][C:25]=3[N:26]=2)=[O:35])=[CH:3][CH:4]=1, predict the reactants needed to synthesize it. The reactants are: [NH2:1][C:2]1[CH:3]=[CH:4][C:5]([F:8])=[N:6][CH:7]=1.C([Mg]Cl)(C)C.[CH:14]([C:17]1[CH:21]=[C:20]([NH:22][C:23]2[C:24]3[CH2:40][C:39]([CH3:42])([CH3:41])[CH2:38][C:25]=3[N:26]=[C:27]([N:29]3[CH2:33][CH2:32][CH2:31][C@H:30]3[C:34](OC)=[O:35])[N:28]=2)[NH:19][N:18]=1)([CH3:16])[CH3:15]. (3) Given the product [Cl:1][C:2]1[CH:3]=[CH:4][C:5]([CH:8]([OH:12])[C:9]([NH:16][CH2:17][CH2:18][C:19]2[CH:24]=[CH:23][C:22]([OH:25])=[C:21]([O:26][CH3:27])[CH:20]=2)=[O:15])=[CH:6][CH:7]=1, predict the reactants needed to synthesize it. The reactants are: [Cl:1][C:2]1[CH:7]=[CH:6][C:5]([CH:8]2[O:12]C(C)(C)O[C:9]2=[O:15])=[CH:4][CH:3]=1.[NH2:16][CH2:17][CH2:18][C:19]1[CH:24]=[CH:23][C:22]([OH:25])=[C:21]([O:26][CH3:27])[CH:20]=1.